Task: Predict which catalyst facilitates the given reaction.. Dataset: Catalyst prediction with 721,799 reactions and 888 catalyst types from USPTO Reactant: [Br:1][CH2:2][CH2:3][CH2:4][O:5][C:6]1[C:11]([C:12]2[CH:17]=[CH:16][CH:15]=[CH:14][CH:13]=2)=[CH:10][C:9]([NH2:18])=[CH:8][CH:7]=1.[N:19]([O-])=O.[Na+].Cl.[CH3:24][O:25][C:26]1[CH:27]=[C:28]([C:34]2[CH2:35][C:36](=[O:39])[NH:37][N:38]=2)[CH:29]=[CH:30][C:31]=1[O:32][CH3:33].C([O-])(=O)C.[Na+]. Product: [Br:1][CH2:2][CH2:3][CH2:4][O:5][C:6]1[C:11]([C:12]2[CH:17]=[CH:16][CH:15]=[CH:14][CH:13]=2)=[CH:10][C:9]([NH:18][N:19]=[C:35]2[C:34]([C:28]3[CH:29]=[CH:30][C:31]([O:32][CH3:33])=[C:26]([O:25][CH3:24])[CH:27]=3)=[N:38][NH:37][C:36]2=[O:39])=[CH:8][CH:7]=1. The catalyst class is: 97.